Dataset: Reaction yield outcomes from USPTO patents with 853,638 reactions. Task: Predict the reaction yield, written as a fraction of the theoretical maximum amount of product (1.0 means a 100% yield; for example, 0.34 means a 34% yield). (1) The reactants are [H-].[Na+].[Br:3][C:4]1[CH:5]=[CH:6][C:7]([O:13][CH2:14][CH2:15]Br)=[C:8]([C:10](=[O:12])[CH3:11])[CH:9]=1. The catalyst is C1COCC1. The product is [Br:3][C:4]1[CH:5]=[CH:6][C:7]2[O:13][CH2:14][CH2:15][CH2:11][C:10](=[O:12])[C:8]=2[CH:9]=1. The yield is 0.700. (2) The reactants are [CH2:1]([O:3][C:4]([C:6]1[CH:7]=[N:8][NH:9][C:10](=[O:12])[CH:11]=1)=[O:5])[CH3:2].C(N(C(C)C)CC)(C)C.Cl[CH2:23][O:24][CH2:25][CH2:26][Si:27]([CH3:30])([CH3:29])[CH3:28]. The catalyst is CN(C)C=O.CCOC(C)=O. The product is [CH2:1]([O:3][C:4]([C:6]1[CH:7]=[N:8][N:9]([CH2:23][O:24][CH2:25][CH2:26][Si:27]([CH3:30])([CH3:29])[CH3:28])[C:10](=[O:12])[CH:11]=1)=[O:5])[CH3:2]. The yield is 0.530. (3) The reactants are CC([O-:5])(C)C.[K+].[C:7]1([CH:13]([C:15]([CH:17]2[CH2:22][CH2:21][CH2:20][CH2:19][CH2:18]2)=O)[CH3:14])[CH:12]=[CH:11][CH:10]=[CH:9][CH:8]=1.[CH2:23](Br)[CH:24]=[CH2:25]. The catalyst is C1COCC1. The product is [C:7]1([C:13]2([CH3:14])[CH2:15][CH:17]([C:22](=[O:5])[CH:21]=[CH:20][CH2:19][CH3:18])[CH2:25][CH2:24][CH2:23]2)[CH:8]=[CH:9][CH:10]=[CH:11][CH:12]=1. The yield is 0.916. (4) The reactants are [F:1][C:2]1[CH:7]=[C:6]([N:8]2[CH2:13][CH2:12][O:11][CH2:10][CH2:9]2)[C:5]([F:14])=[CH:4][C:3]=1[N:15]1[CH:20]=[C:19]([O:21][CH3:22])[C:18](=[O:23])[C:17]([C:24](N(OC)C)=[O:25])=[N:16]1.[CH3:30][Mg+].[Br-]. The catalyst is C1COCC1. The product is [C:24]([C:17]1[C:18](=[O:23])[C:19]([O:21][CH3:22])=[CH:20][N:15]([C:3]2[CH:4]=[C:5]([F:14])[C:6]([N:8]3[CH2:13][CH2:12][O:11][CH2:10][CH2:9]3)=[CH:7][C:2]=2[F:1])[N:16]=1)(=[O:25])[CH3:30]. The yield is 0.750. (5) The reactants are [C:1]1([P:7](C2C=CC=CC=2)C2C=CC=CC=2)C=CC=C[CH:2]=1.N(C(OC(C)C)=O)=NC(OC(C)C)=[O:23].P([O-])(OCC1C=CC=CC=1)(OCC1C=CC=CC=1)=O.OCC[N:56]1[C@H:76]([CH2:77][O:78][CH2:79][C:80]2[CH:85]=[CH:84][CH:83]=[CH:82][CH:81]=2)[C@@H:67]([O:68][CH2:69][C:70]2[CH:75]=[CH:74][CH:73]=[CH:72][CH:71]=2)[C@H:58]([O:59][CH2:60][C:61]2[CH:66]=[CH:65][CH:64]=[CH:63][CH:62]=2)[CH2:57]1. The catalyst is C1COCC1. The product is [P:7](#[C:1][CH2:2][C:75]1[CH:74]=[CH:73][CH:72]=[CH:71][C:70]=1[CH2:69][O:68][C@@H:67]1[C@@H:76]([CH2:77][O:78][CH2:79][C:80]2[CH:81]=[CH:82][CH:83]=[CH:84][CH:85]=2)[NH:56][CH2:57][C@H:58]1[O:59][CH2:60][C:61]1[CH:66]=[CH:65][CH:64]=[CH:63][CH:62]=1)=[O:23]. The yield is 0.760. (6) The reactants are [Br:1][C:2]1[CH:3]=[N:4][CH:5]=[C:6]2[C:11]=1[N:10]=[C:9]([C:12]([OH:14])=O)[CH:8]=[CH:7]2.C(N(CC)C(C)C)(C)C.F[P-](F)(F)(F)(F)F.N1(OC(N(C)C)=[N+](C)C)C2N=CC=CC=2N=N1.[C:48]1([CH2:54][NH2:55])[CH:53]=[CH:52][CH:51]=[CH:50][CH:49]=1. The catalyst is CN(C)C=O. The product is [CH2:54]([NH:55][C:12]([C:9]1[CH:8]=[CH:7][C:6]2[C:11](=[C:2]([Br:1])[CH:3]=[N:4][CH:5]=2)[N:10]=1)=[O:14])[C:48]1[CH:53]=[CH:52][CH:51]=[CH:50][CH:49]=1. The yield is 0.990.